Dataset: Catalyst prediction with 721,799 reactions and 888 catalyst types from USPTO. Task: Predict which catalyst facilitates the given reaction. (1) Reactant: C([Li])CCC.[CH2:6]([C:8]([C:20]1[CH:25]=[CH:24][C:23]([OH:26])=[C:22]([CH3:27])[CH:21]=1)([C:11]1[CH:16]=[CH:15][C:14]([C:17]#[CH:18])=[C:13]([CH3:19])[CH:12]=1)[CH2:9][CH3:10])[CH3:7].[O:28]=[C:29]1[CH2:34][CH2:33][S:32][CH2:31][CH2:30]1.[Cl-].[NH4+]. Product: [CH2:6]([C:8]([C:11]1[CH:16]=[CH:15][C:14]([C:17]#[C:18][C:29]2([OH:28])[CH2:34][CH2:33][S:32][CH2:31][CH2:30]2)=[C:13]([CH3:19])[CH:12]=1)([C:20]1[CH:25]=[CH:24][C:23]([OH:26])=[C:22]([CH3:27])[CH:21]=1)[CH2:9][CH3:10])[CH3:7]. The catalyst class is: 7. (2) Reactant: [NH:1]1[C:5]2[CH:6]=[CH:7][CH:8]=[CH:9][C:4]=2[N:3]=[N:2]1.CC(C)([O-])C.[K+].[Br:16][C:17]1[CH:22]=[CH:21][CH:20]=[C:19]([CH2:23]Br)[CH:18]=1. Product: [Br:16][C:17]1[CH:18]=[C:19]([CH:20]=[CH:21][CH:22]=1)[CH2:23][N:1]1[C:5]2[CH:6]=[CH:7][CH:8]=[CH:9][C:4]=2[N:3]=[N:2]1. The catalyst class is: 1. (3) Reactant: C[O:2][C:3](=[O:29])[C:4]1[CH:9]=[CH:8][C:7]([CH2:10][N:11]2[C:15]([S:16][CH2:17][CH2:18][CH3:19])=[C:14]([C:20](=[O:28])[NH:21][CH:22]3[CH2:27][CH2:26][CH2:25][CH2:24][CH2:23]3)[CH:13]=[N:12]2)=[CH:6][CH:5]=1.[Li+].[OH-].O. Product: [CH:22]1([NH:21][C:20]([C:14]2[CH:13]=[N:12][N:11]([CH2:10][C:7]3[CH:8]=[CH:9][C:4]([C:3]([OH:29])=[O:2])=[CH:5][CH:6]=3)[C:15]=2[S:16][CH2:17][CH2:18][CH3:19])=[O:28])[CH2:27][CH2:26][CH2:25][CH2:24][CH2:23]1. The catalyst class is: 5. (4) Reactant: [Br:1][C:2]1[C:3]([CH3:11])=[C:4]([CH:8]=[CH:9][CH:10]=1)[C:5](O)=[O:6].Cl.[CH3:13][NH:14][O:15][CH3:16].N1C=CC=CC=1.C(Br)(Br)(Br)Br.C1(P(C2C=CC=CC=2)C2C=CC=CC=2)C=CC=CC=1. Product: [Br:1][C:2]1[C:3]([CH3:11])=[C:4]([CH:8]=[CH:9][CH:10]=1)[C:5]([N:14]([CH3:13])[O:15][CH3:16])=[O:6]. The catalyst class is: 2. (5) Reactant: [Cl:1][C:2]1[CH:3]=[C:4]2[C:8](=[CH:9][CH:10]=1)[NH:7][CH:6]=[C:5]2[C:11]([OH:13])=[O:12].C([O-])([O-])=O.[K+].[K+].Br[CH2:21][CH:22]([CH3:24])[CH3:23]. Product: [Cl:1][C:2]1[CH:3]=[C:4]2[C:8](=[CH:9][CH:10]=1)[N:7]([CH2:21][CH:22]([CH3:24])[CH3:23])[CH:6]=[C:5]2[C:11]([O:13][CH2:3][CH:4]([CH3:8])[CH3:5])=[O:12]. The catalyst class is: 31.